This data is from Forward reaction prediction with 1.9M reactions from USPTO patents (1976-2016). The task is: Predict the product of the given reaction. (1) Given the reactants [CH3:1][O:2][C:3]1[CH:8]=[CH:7][C:6]([C@@H:9]2[C@@H:14]([O:15][CH2:16][C:17]3[CH:18]=[CH:19][C:20]4[O:25][CH2:24][CH2:23][N:22]([CH2:26][CH2:27][CH2:28][O:29][CH3:30])[C:21]=4[CH:31]=3)[CH2:13][N:12]([S:32]([C:35]3[CH:40]=[CH:39][C:38]([CH3:41])=[CH:37][CH:36]=3)(=[O:34])=[O:33])[C@@H:11]([CH2:42][C@@H:43](OS(C)(=O)=O)[CH:44]([CH3:46])[CH3:45])[CH2:10]2)=[CH:5][CH:4]=1.[C:52](#[N:54])C, predict the reaction product. The product is: [CH3:1][O:2][C:3]1[CH:4]=[CH:5][C:6]([C@@H:9]2[C@@H:14]([O:15][CH2:16][C:17]3[CH:18]=[CH:19][C:20]4[O:25][CH2:24][CH2:23][N:22]([CH2:26][CH2:27][CH2:28][O:29][CH3:30])[C:21]=4[CH:31]=3)[CH2:13][N:12]([S:32]([C:35]3[CH:36]=[CH:37][C:38]([CH3:41])=[CH:39][CH:40]=3)(=[O:33])=[O:34])[C@@H:11]([CH2:42][C@@H:43]([CH:44]([CH3:46])[CH3:45])[C:52]#[N:54])[CH2:10]2)=[CH:7][CH:8]=1. (2) The product is: [F:1][C:2]1[CH:3]=[C:4]([CH:8]=[C:9]([F:13])[C:10]=1[S:11][CH3:12])[C:5]#[N:6]. Given the reactants [F:1][C:2]1[CH:3]=[C:4]([CH:8]=[C:9]([F:13])[C:10]=1[S:11][CH3:12])[CH:5]=[N:6]O.C1(C)C=CC(S(O)(=O)=O)=CC=1.C(OC(=O)C)(=O)C, predict the reaction product. (3) The product is: [Br:35][C:36]1[CH:37]=[C:38]2[C:43](=[CH:44][CH:45]=1)[O:42][C@@H:41]([C:13]1[CH:14]=[CH:15][CH:10]=[C:7]([O:8][CH3:9])[CH:12]=1)[CH2:40][C:39]2=[O:46]. Given the reactants C([C@H]1[CH2:9][O:8][C:7]([C:10]2[CH:15]=[CH:14][CH:13]=[CH:12]N=2)=N1)(C)(C)C.[NH4+].F[P-](F)(F)(F)(F)F.COC1C=C(B(O)O)C=CC=1.[Br:35][C:36]1[CH:37]=[C:38]2[C:43](=[CH:44][CH:45]=1)[O:42][CH:41]=[CH:40][C:39]2=[O:46].O, predict the reaction product. (4) The product is: [F:22][C:18]1[CH:17]=[C:16]([C:15]2[S:14][C:13]([CH3:23])=[N:12][C:11]=2[C:9]([N:4]2[C@H:3]([CH2:2][NH:1][C:31]([C:29]3[C:28]([CH3:34])=[N:27][N:26]([CH2:24][CH3:25])[CH:30]=3)=[O:32])[CH2:8][C@H:7]3[C@@H:5]2[CH2:6]3)=[O:10])[CH:21]=[CH:20][CH:19]=1. Given the reactants [NH2:1][CH2:2][C@@H:3]1[CH2:8][C@H:7]2[C@H:5]([CH2:6]2)[N:4]1[C:9]([C:11]1[N:12]=[C:13]([CH3:23])[S:14][C:15]=1[C:16]1[CH:21]=[CH:20][CH:19]=[C:18]([F:22])[CH:17]=1)=[O:10].[CH2:24]([N:26]1[CH:30]=[C:29]([C:31](O)=[O:32])[C:28]([CH3:34])=[N:27]1)[CH3:25], predict the reaction product. (5) Given the reactants [CH3:1][C@@:2]1([C:8]2[CH:17]=[CH:16][C:15]3[C:10](=[CH:11][CH:12]=[C:13]([O:22][CH:23]4[CH2:28][CH2:27][C:26]5([CH2:33][CH2:32][CH2:31][CH2:30][CH2:29]5)[CH2:25][CH2:24]4)[C:14]=3[C:18]([F:21])([F:20])[F:19])[CH:9]=2)[CH2:6][O:5]C(=O)[NH:3]1.[OH-].[Li+].C(O)C.O, predict the reaction product. The product is: [NH2:3][C@@:2]([C:8]1[CH:17]=[CH:16][C:15]2[C:10](=[CH:11][CH:12]=[C:13]([O:22][CH:23]3[CH2:28][CH2:27][C:26]4([CH2:33][CH2:32][CH2:31][CH2:30][CH2:29]4)[CH2:25][CH2:24]3)[C:14]=2[C:18]([F:20])([F:21])[F:19])[CH:9]=1)([CH3:1])[CH2:6][OH:5].